This data is from Full USPTO retrosynthesis dataset with 1.9M reactions from patents (1976-2016). The task is: Predict the reactants needed to synthesize the given product. (1) Given the product [C:2]([C:4]1[C:12]2[O:11][CH2:10][CH:9]([C:13]3[CH:18]=[CH:17][C:16]([CH:19]([CH3:20])[CH3:21])=[CH:15][CH:14]=3)[C:8]=2[C:7]([CH3:22])=[C:6]([NH:23][C:24](=[O:30])[CH2:25][C:26]([CH3:29])([CH3:28])[CH3:27])[C:5]=1[CH3:31])(=[O:1])[CH3:3], predict the reactants needed to synthesize it. The reactants are: [OH:1][CH:2]([C:4]1[C:12]2[O:11][CH2:10][CH:9]([C:13]3[CH:18]=[CH:17][C:16]([CH:19]([CH3:21])[CH3:20])=[CH:15][CH:14]=3)[C:8]=2[C:7]([CH3:22])=[C:6]([NH:23][C:24](=[O:30])[CH2:25][C:26]([CH3:29])([CH3:28])[CH3:27])[C:5]=1[CH3:31])[CH3:3]. (2) Given the product [CH3:43][C:41]1[CH:42]=[C:37]([C:20]2[CH:19]=[CH:18][C:17]([C@@H:15]([N:11]3[CH2:10][CH2:9][C@@:8]([C:5]4[CH:4]=[CH:3][C:2]([F:1])=[CH:7][CH:6]=4)([CH2:32][CH2:33][CH2:34][OH:35])[O:13][C:12]3=[O:14])[CH3:16])=[CH:22][CH:21]=2)[CH:38]=[C:39]([CH3:45])[N:40]=1, predict the reactants needed to synthesize it. The reactants are: [F:1][C:2]1[CH:7]=[CH:6][C:5]([C@:8]2([CH2:32][CH2:33][CH2:34][OH:35])[O:13][C:12](=[O:14])[N:11]([C@H:15]([C:17]3[CH:22]=[CH:21][C:20](B4OC(C)(C)C(C)(C)O4)=[CH:19][CH:18]=3)[CH3:16])[CH2:10][CH2:9]2)=[CH:4][CH:3]=1.Br[C:37]1[CH:42]=[C:41]([CH3:43])[N+:40]([O-])=[C:39]([CH3:45])[CH:38]=1.C(BC(C(C)C)C)(C(C)C)C. (3) Given the product [CH3:18][N:14]1[CH2:13][C@@H:12]([CH3:19])[N:11]([C:3]2[CH:2]=[CH:7][C:6]([N+:8]([O-:10])=[O:9])=[CH:5][CH:4]=2)[CH2:16][C@@H:15]1[CH3:17], predict the reactants needed to synthesize it. The reactants are: F[C:2]1[CH:7]=[C:6]([N+:8]([O-:10])=[O:9])[CH:5]=[CH:4][C:3]=1[N:11]1[CH2:16][C@@H:15]([CH3:17])[N:14]([CH3:18])[CH2:13][C@@H:12]1[CH3:19].C[C@H]1CN[C@H](C)CN1C1C=CC([N+]([O-])=O)=CC=1. (4) Given the product [C:1]([C:3]1[CH:4]=[C:5]([CH:26]=[CH:27][CH:28]=1)[C:6]([NH:8][C:9]1[C:10]([CH3:25])=[C:11]2[C:17]([CH:18]3[CH2:19][CH2:20][N:21]([C:34]([CH:29]4[CH2:33][CH2:32][CH2:31][CH2:30]4)=[O:35])[CH2:22][CH2:23]3)=[CH:16][N:15]([CH3:24])[C:12]2=[N:13][CH:14]=1)=[O:7])#[N:2], predict the reactants needed to synthesize it. The reactants are: [C:1]([C:3]1[CH:4]=[C:5]([CH:26]=[CH:27][CH:28]=1)[C:6]([NH:8][C:9]1[C:10]([CH3:25])=[C:11]2[C:17]([CH:18]3[CH2:23][CH2:22][NH:21][CH2:20][CH2:19]3)=[CH:16][N:15]([CH3:24])[C:12]2=[N:13][CH:14]=1)=[O:7])#[N:2].[CH:29]1([C:34](Cl)=[O:35])[CH2:33][CH2:32][CH2:31][CH2:30]1.C(N(CC)CC)C. (5) Given the product [C:12]([N:31]1[CH:35]=[C:34]([CH:36]=[CH:53][CH2:52][CH2:51][CH2:50][N:41]2[C:42](=[O:49])[C:43]3[C:48](=[CH:47][CH:46]=[CH:45][CH:44]=3)[C:40]2=[O:39])[N:33]=[CH:32]1)([C:19]1[CH:20]=[CH:21][CH:22]=[CH:23][CH:24]=1)([C:25]1[CH:30]=[CH:29][CH:28]=[CH:27][CH:26]=1)[C:13]1[CH:18]=[CH:17][CH:16]=[CH:15][CH:14]=1, predict the reactants needed to synthesize it. The reactants are: C1CCN2C(=NCCC2)CC1.[C:12]([N:31]1[CH:35]=[C:34]([CH:36]=O)[N:33]=[CH:32]1)([C:25]1[CH:30]=[CH:29][CH:28]=[CH:27][CH:26]=1)([C:19]1[CH:24]=[CH:23][CH:22]=[CH:21][CH:20]=1)[C:13]1[CH:18]=[CH:17][CH:16]=[CH:15][CH:14]=1.[Br-].[O:39]=[C:40]1[C:48]2[C:43](=[CH:44][CH:45]=[CH:46][CH:47]=2)[C:42](=[O:49])[N:41]1[CH2:50][CH2:51][CH2:52][CH2:53][P+](C1C=CC=CC=1)(C1C=CC=CC=1)C1C=CC=CC=1.C(O)(=O)CC(CC(O)=O)(C(O)=O)O. (6) The reactants are: [CH3:1][N:2]([CH2:13][C:14]1[N:15]=[C:16]2[CH:21]=[CH:20][CH:19]=[C:18]([N:22]3[CH2:27][CH2:26][N:25](C(OC(C)(C)C)=O)[CH2:24][CH2:23]3)[N:17]2[CH:35]=1)[CH:3]1[C:12]2[N:11]=[CH:10][CH:9]=[CH:8][C:7]=2[CH2:6][CH2:5][CH2:4]1.FC(F)(F)C(O)=O. Given the product [CH3:1][N:2]([CH2:13][C:14]1[N:15]=[C:16]2[CH:21]=[CH:20][CH:19]=[C:18]([N:22]3[CH2:27][CH2:26][NH:25][CH2:24][CH2:23]3)[N:17]2[CH:35]=1)[CH:3]1[C:12]2[N:11]=[CH:10][CH:9]=[CH:8][C:7]=2[CH2:6][CH2:5][CH2:4]1, predict the reactants needed to synthesize it. (7) Given the product [ClH:26].[C:20]1([C:19]2[C:14]([CH:11]3[CH2:12][CH2:13][NH:8][CH2:9][CH2:10]3)=[N:15][CH:16]=[CH:17][N:18]=2)[CH:21]=[CH:22][CH:23]=[CH:24][CH:25]=1, predict the reactants needed to synthesize it. The reactants are: C(OC([N:8]1[CH2:13][CH2:12][CH:11]([C:14]2[C:19]([C:20]3[CH:25]=[CH:24][CH:23]=[CH:22][CH:21]=3)=[N:18][CH:17]=[CH:16][N:15]=2)[CH2:10][CH2:9]1)=O)(C)(C)C.[ClH:26].CO. (8) Given the product [CH3:1][O:2][C:3](=[O:36])[C:4]1[CH:9]=[CH:8][C:7]([C:10]([C:17]2[NH:25][C:20]3=[N:21][CH:22]=[CH:23][CH:24]=[C:19]3[CH:18]=2)=[CH:11][CH:12]2[CH2:16][CH2:15][CH2:14][CH2:13]2)=[CH:6][C:5]=1[F:35], predict the reactants needed to synthesize it. The reactants are: [CH3:1][O:2][C:3](=[O:36])[C:4]1[CH:9]=[CH:8][C:7]([C:10]([C:17]2[N:25](S(C3C=CC=CC=3)(=O)=O)[C:20]3=[N:21][CH:22]=[CH:23][CH:24]=[C:19]3[CH:18]=2)=[CH:11][CH:12]2[CH2:16][CH2:15][CH2:14][CH2:13]2)=[CH:6][C:5]=1[F:35].[F-].C([N+](CCCC)(CCCC)CCCC)CCC. (9) Given the product [Cl:1][C:2]1[CH:7]=[C:6]([C:17]#[CH:18])[CH:5]=[CH:4][C:3]=1[S:9]([NH2:12])(=[O:11])=[O:10], predict the reactants needed to synthesize it. The reactants are: [Cl:1][C:2]1[CH:7]=[C:6](Br)[CH:5]=[CH:4][C:3]=1[S:9]([NH2:12])(=[O:11])=[O:10].C[Si]([C:17]#[CH:18])(C)C.CO.C([O-])([O-])=O.[K+].[K+]. (10) Given the product [Cl:1][C:2]1[CH:3]=[CH:4][C:5]2[NH:11][C:10](=[S:38])[C@@H:9]([CH2:13][C:14]([O:16][CH3:17])=[O:15])[S:8][C@H:7]([C:18]3[CH:23]=[CH:22][CH:21]=[C:20]([O:24][CH3:25])[C:19]=3[O:26][CH3:27])[C:6]=2[CH:28]=1, predict the reactants needed to synthesize it. The reactants are: [Cl:1][C:2]1[CH:3]=[CH:4][C:5]2[NH:11][C:10](=O)[C@@H:9]([CH2:13][C:14]([O:16][CH3:17])=[O:15])[S:8][C@H:7]([C:18]3[CH:23]=[CH:22][CH:21]=[C:20]([O:24][CH3:25])[C:19]=3[O:26][CH3:27])[C:6]=2[CH:28]=1.COC1C=CC(P2(SP(C3C=CC(OC)=CC=3)(=S)S2)=[S:38])=CC=1.